The task is: Predict the product of the given reaction.. This data is from Forward reaction prediction with 1.9M reactions from USPTO patents (1976-2016). (1) Given the reactants [C:1]([C:5]1[C:10]([N+:11]([O-:13])=[O:12])=[CH:9][C:8]([NH:14][C:15]#[C:16][Si](C)(C)C)=[CH:7][CH:6]=1)([CH3:4])([CH3:3])[CH3:2], predict the reaction product. The product is: [C:1]([C:5]1[CH:6]=[C:7]2[C:8](=[CH:9][C:10]=1[N+:11]([O-:13])=[O:12])[NH:14][CH:15]=[CH:16]2)([CH3:4])([CH3:3])[CH3:2]. (2) The product is: [O:1]1[C:5]2[CH:6]=[CH:7][C:8]([CH:10]([OH:49])[CH2:11][S:12][C@H:13]3[C:16](=[O:17])[N:15]([C:18]4[CH:19]=[CH:20][C:21]([F:24])=[CH:22][CH:23]=4)[C@@H:14]3[C:25]3[CH:48]=[CH:47][C:28]([O:29][CH2:30][C:31]([OH:32])=[O:53])=[CH:27][CH:26]=3)=[CH:9][C:4]=2[O:3][CH2:2]1. Given the reactants [O:1]1[C:5]2[CH:6]=[CH:7][C:8]([CH:10]([OH:49])[CH2:11][S:12][C@H:13]3[C:16](=[O:17])[N:15]([C:18]4[CH:23]=[CH:22][C:21]([F:24])=[CH:20][CH:19]=4)[C@@H:14]3[C:25]3[CH:48]=[CH:47][C:28]([O:29][CH2:30][C:31](NCC(N[C@@H](C(O)=O)CCCCN)=O)=[O:32])=[CH:27][CH:26]=3)=[CH:9][C:4]=2[O:3][CH2:2]1.[BH4-].[Na+].C[OH:53], predict the reaction product. (3) Given the reactants [C:1]1([NH:7][C:8](=[O:11])[O:9][CH3:10])[CH:6]=[CH:5][CH:4]=[CH:3][CH:2]=1.[Cl:12][CH2:13][C:14](Cl)=[O:15].[Al+3].[Cl-].[Cl-].[Cl-], predict the reaction product. The product is: [Cl:12][CH2:13][C:14]([C:4]1[CH:5]=[CH:6][C:1]([NH:7][C:8](=[O:11])[O:9][CH3:10])=[CH:2][CH:3]=1)=[O:15]. (4) Given the reactants [Cl:1][C:2]1[CH:7]=[C:6]([C:8]2[CH:13]=[C:12]([CH3:14])[N:11]=[C:10](SC)[N:9]=2)[CH:5]=[CH:4][N:3]=1.O[O:18][S:19]([O-:21])=O.[K+].[CH3:23]O.O, predict the reaction product. The product is: [Cl:1][C:2]1[CH:7]=[C:6]([C:8]2[CH:13]=[C:12]([CH3:14])[N:11]=[C:10]([S:19]([CH3:23])(=[O:21])=[O:18])[N:9]=2)[CH:5]=[CH:4][N:3]=1. (5) Given the reactants [Cl:1][C:2]1[CH:7]=[CH:6][N:5]=[C:4]2[N:8]([CH2:11][O:12][CH2:13][CH2:14][Si:15]([CH3:18])([CH3:17])[CH3:16])[CH:9]=[CH:10][C:3]=12.[Li]CCCC.C([O:27][B:28](OC(C)C)[O:29]C(C)C)(C)C.Cl.OP([O-])([O-])=O.[K+].[K+], predict the reaction product. The product is: [Cl:1][C:2]1[CH:7]=[CH:6][N:5]=[C:4]2[N:8]([CH2:11][O:12][CH2:13][CH2:14][Si:15]([CH3:18])([CH3:17])[CH3:16])[C:9]([B:28]([OH:29])[OH:27])=[CH:10][C:3]=12. (6) Given the reactants [H-].[Na+].[Br:3][C:4]1[CH:12]=[C:11]2[C:7]([CH2:8][C:9](=[O:13])[NH:10]2)=[CH:6][CH:5]=1.[Cl:14][C:15]1[C:24]2[C:19](=[CH:20][CH:21]=[CH:22][CH:23]=2)[N:18]=[CH:17][N:16]=1, predict the reaction product. The product is: [ClH:14].[Br:3][C:4]1[CH:12]=[C:11]2[C:7]([CH:8]([C:15]3[C:24]4[C:19](=[CH:20][CH:21]=[CH:22][CH:23]=4)[N:18]=[CH:17][N:16]=3)[C:9](=[O:13])[NH:10]2)=[CH:6][CH:5]=1. (7) Given the reactants C(Cl)CCl.[Br:5][C:6]1[CH:7]=[C:8]([CH:12]=[C:13]([Br:15])[CH:14]=1)[C:9]([OH:11])=[O:10].[C:16](O)([CH3:19])([CH3:18])[CH3:17], predict the reaction product. The product is: [Br:5][C:6]1[CH:7]=[C:8]([CH:12]=[C:13]([Br:15])[CH:14]=1)[C:9]([O:11][C:16]([CH3:19])([CH3:18])[CH3:17])=[O:10]. (8) Given the reactants OC(C(F)(F)F)=O.[CH:8]([N:11]1[CH:15]=[C:14]([C:16]#[N:17])[N:13]=[CH:12]1)([CH3:10])[CH3:9], predict the reaction product. The product is: [CH:8]([N:11]1[CH:15]=[C:14]([C:16]#[N:17])[N:13]=[CH:12]1)([CH3:10])[CH3:9].